From a dataset of Full USPTO retrosynthesis dataset with 1.9M reactions from patents (1976-2016). Predict the reactants needed to synthesize the given product. (1) Given the product [C@H:55]12[CH2:63][C@H:52]([NH:53][CH2:54]1)[CH2:51][N:50]2[CH2:56][C:41]1[CH:40]=[C:39]([C:35]2[CH:36]=[CH:37][CH:38]=[C:33]([CH2:32][NH:31][C:29]([C:25]3[CH:26]=[CH:27][CH:28]=[C:23]([C:21]([NH:20][CH2:19][C:10]4[C:11]([NH:12][CH:13]5[CH2:14][CH2:15][O:16][CH2:17][CH2:18]5)=[C:6]5[CH:5]=[N:4][N:3]([CH2:1][CH3:2])[C:7]5=[N:8][C:9]=4[CH2:48][CH3:49])=[O:22])[CH:24]=3)=[O:30])[C:34]=2[CH3:47])[CH:44]=[CH:43][CH:42]=1, predict the reactants needed to synthesize it. The reactants are: [CH2:1]([N:3]1[C:7]2=[N:8][C:9]([CH2:48][CH3:49])=[C:10]([CH2:19][NH:20][C:21]([C:23]3[CH:28]=[CH:27][CH:26]=[C:25]([C:29]([NH:31][CH2:32][C:33]4[C:34]([CH3:47])=[C:35]([C:39]5[CH:44]=[CH:43][CH:42]=[C:41](C=O)[CH:40]=5)[CH:36]=[CH:37][CH:38]=4)=[O:30])[CH:24]=3)=[O:22])[C:11]([NH:12][CH:13]3[CH2:18][CH2:17][O:16][CH2:15][CH2:14]3)=[C:6]2[CH:5]=[N:4]1)[CH3:2].[N:50]1([C:56](OC(C)(C)C)=O)[CH2:55][CH2:54][NH:53][CH2:52][CH2:51]1.[C:63](O[BH-](OC(=O)C)OC(=O)C)(=O)C.[Na+].CC(O)=O. (2) Given the product [CH3:22][NH:23][S:24]([C:27]1[CH:28]=[C:29]([CH:33]=[CH:34][CH:35]=1)[C:30]([O:20][C:16]1[CH:17]=[CH:18][CH:19]=[C:14]([C:13]2[C:12]3[C:7](=[C:8]([Cl:21])[CH:9]=[CH:10][CH:11]=3)[N:6]=[CH:5][C:4]=2[CH:2]([CH3:1])[CH3:3])[CH:15]=1)=[O:31])(=[O:25])=[O:26], predict the reactants needed to synthesize it. The reactants are: [CH3:1][CH:2]([C:4]1[CH:5]=[N:6][C:7]2[C:12]([C:13]=1[C:14]1[CH:19]=[CH:18][CH:17]=[C:16]([OH:20])[CH:15]=1)=[CH:11][CH:10]=[CH:9][C:8]=2[Cl:21])[CH3:3].[CH3:22][NH:23][S:24]([C:27]1[CH:28]=[C:29]([CH:33]=[CH:34][CH:35]=1)[C:30](O)=[O:31])(=[O:26])=[O:25]. (3) The reactants are: [CH3:1][N:2]([CH3:17])[CH2:3][C:4]1[CH:13]=[CH:12][C:11]2[C:6](=[CH:7][CH:8]=[C:9]([N+:14]([O-])=O)[CH:10]=2)[N:5]=1. Given the product [CH3:17][N:2]([CH2:3][C:4]1[CH:13]=[CH:12][C:11]2[C:6](=[CH:7][CH:8]=[C:9]([NH2:14])[CH:10]=2)[N:5]=1)[CH3:1], predict the reactants needed to synthesize it. (4) Given the product [Br:1][C:2]1[CH:19]=[CH:18][C:5]2[CH:6]([O:16][CH3:17])[C:7]3[CH:14]=[C:13]([O:15][Si:20]([C:23]([CH3:26])([CH3:25])[CH3:24])([CH3:22])[CH3:21])[CH:12]=[CH:11][C:8]=3[O:9][CH2:10][C:4]=2[CH:3]=1, predict the reactants needed to synthesize it. The reactants are: [Br:1][C:2]1[CH:19]=[CH:18][C:5]2[CH:6]([O:16][CH3:17])[C:7]3[CH:14]=[C:13]([OH:15])[CH:12]=[CH:11][C:8]=3[O:9][CH2:10][C:4]=2[CH:3]=1.[Si:20](Cl)([C:23]([CH3:26])([CH3:25])[CH3:24])([CH3:22])[CH3:21].N1C=CN=C1. (5) The reactants are: [CH2:1]([O:3][C:4](=[O:11])[CH:5]=[C:6]([NH2:10])[CH:7]1[CH2:9][CH2:8]1)[CH3:2].[F:12][C:13]([F:31])([F:30])/[C:14](/O)=[CH:15]/[C:16]([C:18]1[CH:23]=[CH:22][C:21]([O:24][C:25]([F:28])([F:27])[F:26])=[CH:20][CH:19]=1)=O. Given the product [CH2:1]([O:3][C:4](=[O:11])[C:5]1[C:14]([C:13]([F:12])([F:31])[F:30])=[CH:15][C:16]([C:18]2[CH:23]=[CH:22][C:21]([O:24][C:25]([F:26])([F:27])[F:28])=[CH:20][CH:19]=2)=[N:10][C:6]=1[CH:7]1[CH2:8][CH2:9]1)[CH3:2], predict the reactants needed to synthesize it. (6) Given the product [CH3:1][NH:2][C:3]([C:5]1[C:9]([NH2:10])=[CH:8][N:7]([CH3:13])[N:6]=1)=[O:4], predict the reactants needed to synthesize it. The reactants are: [CH3:1][NH:2][C:3]([C:5]1[C:9]([N+:10]([O-])=O)=[CH:8][N:7]([CH3:13])[N:6]=1)=[O:4].